Task: Predict the reactants needed to synthesize the given product.. Dataset: Full USPTO retrosynthesis dataset with 1.9M reactions from patents (1976-2016) (1) Given the product [C:1]([O-:7])(=[O:6])[CH2:2][C:3]([O-:5])=[O:4].[NH2:15][C:14]([NH2:16])=[NH2+:13].[NH2:23][C:22]([NH2:24])=[NH2+:21], predict the reactants needed to synthesize it. The reactants are: [C:1]([OH:7])(=[O:6])[CH2:2][C:3]([OH:5])=[O:4].C(=O)(O)O.N[NH:13][C:14]([NH2:16])=[NH:15].C(=O)(O)O.[NH2:21][C:22]([NH2:24])=[NH:23]. (2) Given the product [CH2:2]([O:3][C:4]([C:6]1[CH2:7][N:8]([C:29]([O:28][CH2:21][C:22]2[CH:27]=[CH:26][CH:25]=[CH:24][CH:23]=2)=[O:30])[CH2:9][CH2:10][C:11]=1[OH:12])=[O:5])[CH3:1], predict the reactants needed to synthesize it. The reactants are: [CH3:1][CH2:2][O:3][C:4]([CH:6]1[C:11](=[O:12])[CH2:10][CH2:9][NH:8][CH2:7]1)=[O:5].Cl.C(N(CC)CC)C.[CH2:21]([O:28][C:29](ON1C(=O)CCC1=O)=[O:30])[C:22]1[CH:27]=[CH:26][CH:25]=[CH:24][CH:23]=1. (3) The reactants are: [CH3:1][C:2]([C:4]1[CH:9]=[C:8]([O:10][CH3:11])[C:7]([O:12][CH3:13])=[C:6]([O:14][CH3:15])[CH:5]=1)=[O:3].[Cl:16][C:17]1[CH:22]=[CH:21][C:20]([NH:23][C:24]2[N:31]=[CH:30][CH:29]=[CH:28][C:25]=2[CH:26]=O)=[CH:19][CH:18]=1.Cl. Given the product [Cl:16][C:17]1[CH:22]=[CH:21][C:20]([NH:23][C:24]2[C:25](/[CH:26]=[CH:1]/[C:2]([C:4]3[CH:5]=[C:6]([O:14][CH3:15])[C:7]([O:12][CH3:13])=[C:8]([O:10][CH3:11])[CH:9]=3)=[O:3])=[CH:28][CH:29]=[CH:30][N:31]=2)=[CH:19][CH:18]=1, predict the reactants needed to synthesize it.